This data is from Full USPTO retrosynthesis dataset with 1.9M reactions from patents (1976-2016). The task is: Predict the reactants needed to synthesize the given product. Given the product [C:47]([C:51]1[O:55][N:54]=[C:53]([NH:56][C:57](=[O:91])[NH:58][C:59]2[CH:60]=[C:61]([CH:88]=[CH:89][CH:90]=2)[O:62][C:63]2[C:72]3[C:67](=[CH:68][C:69]([O:75][C@@H:76]4[CH2:80][CH2:79][N:78]([C:81]([O:83][C:84]([CH3:86])([CH3:85])[CH3:87])=[O:82])[CH2:77]4)=[C:70]([O:73][CH3:74])[CH:71]=3)[N:66]=[CH:65][N:64]=2)[CH:52]=1)([CH3:48])([CH3:49])[CH3:50], predict the reactants needed to synthesize it. The reactants are: C(C1ON=C(NC(NC2C=CC=C(OC3C4C(=CC(O)=C(OC)C=4)N=CN=3)C=2)=O)C=1)(C)(C)C.O[C@H]1CCN(C(OC(C)(C)C)=O)C1.[C:47]([C:51]1[O:55][N:54]=[C:53]([NH:56][C:57](=[O:91])[NH:58][C:59]2[CH:60]=[C:61]([CH:88]=[CH:89][CH:90]=2)[O:62][C:63]2[C:72]3[C:67](=[CH:68][C:69]([O:75][C@H:76]4[CH2:80][CH2:79][N:78]([C:81]([O:83][C:84]([CH3:87])([CH3:86])[CH3:85])=[O:82])[CH2:77]4)=[C:70]([O:73][CH3:74])[CH:71]=3)[N:66]=[CH:65][N:64]=2)[CH:52]=1)([CH3:50])([CH3:49])[CH3:48].